From a dataset of Forward reaction prediction with 1.9M reactions from USPTO patents (1976-2016). Predict the product of the given reaction. Given the reactants CC1(C)[O:6][C@H:5]([CH2:7][N:8]2[CH:12]=[CH:11][C:10]([NH:13][C:14](=[O:35])[CH:15]([N:20]3[C:25](=[O:26])[CH:24]=[C:23]([NH:27][C:28]4[CH:33]=[CH:32][CH:31]=[CH:30][C:29]=4[Cl:34])[CH:22]=[N:21]3)[CH2:16][CH:17]([CH3:19])[CH3:18])=[N:9]2)[CH2:4][O:3]1.Cl, predict the reaction product. The product is: [OH:6][C@@H:5]([CH2:4][OH:3])[CH2:7][N:8]1[CH:12]=[CH:11][C:10]([NH:13][C:14](=[O:35])[CH:15]([N:20]2[C:25](=[O:26])[CH:24]=[C:23]([NH:27][C:28]3[CH:33]=[CH:32][CH:31]=[CH:30][C:29]=3[Cl:34])[CH:22]=[N:21]2)[CH2:16][CH:17]([CH3:19])[CH3:18])=[N:9]1.